From a dataset of NCI-60 drug combinations with 297,098 pairs across 59 cell lines. Regression. Given two drug SMILES strings and cell line genomic features, predict the synergy score measuring deviation from expected non-interaction effect. (1) Drug 1: CN1C(=O)N2C=NC(=C2N=N1)C(=O)N. Drug 2: CC12CCC3C(C1CCC2OP(=O)(O)O)CCC4=C3C=CC(=C4)OC(=O)N(CCCl)CCCl.[Na+]. Cell line: A498. Synergy scores: CSS=2.19, Synergy_ZIP=-0.608, Synergy_Bliss=-1.53, Synergy_Loewe=-2.14, Synergy_HSA=-3.10. (2) Drug 1: CCC1(CC2CC(C3=C(CCN(C2)C1)C4=CC=CC=C4N3)(C5=C(C=C6C(=C5)C78CCN9C7C(C=CC9)(C(C(C8N6C=O)(C(=O)OC)O)OC(=O)C)CC)OC)C(=O)OC)O.OS(=O)(=O)O. Drug 2: COC1=NC(=NC2=C1N=CN2C3C(C(C(O3)CO)O)O)N. Cell line: SNB-19. Synergy scores: CSS=44.5, Synergy_ZIP=2.29, Synergy_Bliss=2.10, Synergy_Loewe=-70.1, Synergy_HSA=1.28. (3) Drug 2: C1=NC2=C(N=C(N=C2N1C3C(C(C(O3)CO)O)O)F)N. Synergy scores: CSS=8.06, Synergy_ZIP=-7.04, Synergy_Bliss=-8.72, Synergy_Loewe=-14.3, Synergy_HSA=-8.90. Cell line: SNB-19. Drug 1: C1=NC2=C(N1)C(=S)N=C(N2)N.